From a dataset of Forward reaction prediction with 1.9M reactions from USPTO patents (1976-2016). Predict the product of the given reaction. (1) Given the reactants [O:1]=[C:2]1[N:8]([CH:9]2[CH2:14][CH2:13][N:12]([C:15]([O:17][C@H:18]([CH2:37][C:38]3[CH:43]=[C:42]([CH3:44])[C:41]([OH:45])=[C:40]([CH3:46])[CH:39]=3)[C:19]([N:21]3[CH2:26][CH2:25][CH:24]([CH:27]4[CH2:32][CH2:31][N:30]([CH2:33][C:34]([OH:36])=[O:35])[CH2:29][CH2:28]4)[CH2:23][CH2:22]3)=[O:20])=[O:16])[CH2:11][CH2:10]2)[CH2:7][CH2:6][C:5]2[CH:47]=[CH:48][CH:49]=[CH:50][C:4]=2[NH:3]1.O[CH2:52][C:53]([N:55]([CH3:57])[CH3:56])=[O:54], predict the reaction product. The product is: [O:1]=[C:2]1[N:8]([CH:9]2[CH2:10][CH2:11][N:12]([C:15]([O:17][C@H:18]([CH2:37][C:38]3[CH:43]=[C:42]([CH3:44])[C:41]([OH:45])=[C:40]([CH3:46])[CH:39]=3)[C:19]([N:21]3[CH2:22][CH2:23][CH:24]([CH:27]4[CH2:32][CH2:31][N:30]([CH2:33][C:34]([O:36][CH2:52][C:53](=[O:54])[N:55]([CH3:57])[CH3:56])=[O:35])[CH2:29][CH2:28]4)[CH2:25][CH2:26]3)=[O:20])=[O:16])[CH2:13][CH2:14]2)[CH2:7][CH2:6][C:5]2[CH:47]=[CH:48][CH:49]=[CH:50][C:4]=2[NH:3]1. (2) Given the reactants [Cl:1][C:2]1[N:7]=[C:6](Cl)[C:5]([Cl:9])=[CH:4][N:3]=1.[CH3:10][C:11]1[S:15][C:14]([NH2:16])=[N:13][CH:12]=1.CCN(C(C)C)C(C)C, predict the reaction product. The product is: [Cl:1][C:2]1[N:7]=[C:6]([NH:16][C:14]2[S:15][C:11]([CH3:10])=[CH:12][N:13]=2)[C:5]([Cl:9])=[CH:4][N:3]=1.